Dataset: Peptide-MHC class I binding affinity with 185,985 pairs from IEDB/IMGT. Task: Regression. Given a peptide amino acid sequence and an MHC pseudo amino acid sequence, predict their binding affinity value. This is MHC class I binding data. (1) The peptide sequence is VLKAMHDKK. The MHC is HLA-A33:01 with pseudo-sequence HLA-A33:01. The binding affinity (normalized) is 0.364. (2) The binding affinity (normalized) is 0.132. The MHC is Mamu-A01 with pseudo-sequence Mamu-A01. The peptide sequence is SLPGHTDEDV. (3) The peptide sequence is RRFNLFNKF. The MHC is HLA-A30:01 with pseudo-sequence HLA-A30:01. The binding affinity (normalized) is 0.0847. (4) The peptide sequence is SLMEHWALGA. The MHC is HLA-B08:01 with pseudo-sequence HLA-B08:01. The binding affinity (normalized) is 0.357. (5) The binding affinity (normalized) is 0.414. The peptide sequence is VEYYPLLFIT. The MHC is HLA-B45:01 with pseudo-sequence HLA-B45:01. (6) The MHC is HLA-C04:01 with pseudo-sequence HLA-C04:01. The peptide sequence is KELGVHMSL. The binding affinity (normalized) is 0.213. (7) The peptide sequence is MMINPFMI. The MHC is Mamu-B01 with pseudo-sequence Mamu-B01. The binding affinity (normalized) is 0. (8) The peptide sequence is DVDIYDAVRA. The MHC is HLA-A02:03 with pseudo-sequence HLA-A02:03. The binding affinity (normalized) is 0.00133. (9) The peptide sequence is VQMMIMIKFM. The MHC is HLA-A02:06 with pseudo-sequence HLA-A02:06. The binding affinity (normalized) is 0.331. (10) The peptide sequence is DLLNVKMAL. The MHC is HLA-A02:01 with pseudo-sequence HLA-A02:01. The binding affinity (normalized) is 0.519.